Dataset: Forward reaction prediction with 1.9M reactions from USPTO patents (1976-2016). Task: Predict the product of the given reaction. (1) Given the reactants N1N[N:3]=[N:4][C:5]=1[N:6]1[CH2:11][CH2:10][N:9]([C:12]([O:14][C:15]([CH3:18])([CH3:17])[CH3:16])=[O:13])[CH2:8][CH2:7]1.[F:19][C:20]([F:25])([F:24])[C:21](O)=[O:22], predict the reaction product. The product is: [F:19][C:20]([F:25])([F:24])[C:21]1[O:22][C:5]([N:6]2[CH2:7][CH2:8][N:9]([C:12]([O:14][C:15]([CH3:16])([CH3:17])[CH3:18])=[O:13])[CH2:10][CH2:11]2)=[N:4][N:3]=1. (2) The product is: [Cl:15][C:16]1[CH:21]=[CH:20][CH:19]=[CH:18][C:17]=1[C:2]1[C:10]2[C:5](=[N:6][CH:7]=[C:8]([C:11]([O:13][CH3:14])=[O:12])[CH:9]=2)[O:4][CH:3]=1. Given the reactants Br[C:2]1[C:10]2[C:5](=[N:6][CH:7]=[C:8]([C:11]([O:13][CH3:14])=[O:12])[CH:9]=2)[O:4][CH:3]=1.[Cl:15][C:16]1[CH:21]=[CH:20][CH:19]=[CH:18][C:17]=1B(O)O, predict the reaction product. (3) Given the reactants [F:1][C:2]([F:28])([F:27])[C:3]([C:5]1[CH:6]=[C:7]([N:11]([CH2:21][CH2:22][C:23]([F:26])([F:25])[F:24])[S:12]([C:15]2[CH:20]=[CH:19][CH:18]=[CH:17][CH:16]=2)(=[O:14])=[O:13])[CH:8]=[CH:9][CH:10]=1)=[O:4].BrC1C=C(N(CCC(F)(F)F)[S:37]([C:40]2[CH:45]=[CH:44][CH:43]=[CH:42][CH:41]=2)(=[O:39])=[O:38])C=CC=1.[Li][CH2:53][CH2:54]CC.F[C:58](F)(F)C(OCC)=O, predict the reaction product. The product is: [OH:4][C:3]([C:5]1[CH:6]=[C:7]([N:11]([CH2:21][CH2:22][C:23]([F:26])([F:25])[F:24])[S:12]([C:15]2[CH:20]=[CH:19][CH:18]=[CH:17][CH:16]=2)(=[O:14])=[O:13])[CH:8]=[CH:9][CH:10]=1)([C:2]([F:1])([F:27])[F:28])[C:53]#[C:54][C:43]1[CH:42]=[CH:41][C:40]([S:37]([CH3:58])(=[O:38])=[O:39])=[CH:45][CH:44]=1.